From a dataset of Full USPTO retrosynthesis dataset with 1.9M reactions from patents (1976-2016). Predict the reactants needed to synthesize the given product. Given the product [Cl:1][C:2]1[CH:3]=[CH:4][C:5]([O:30][CH2:31][CH:32]([CH3:34])[CH3:33])=[C:6]([CH2:8][N:9]2[C:13]([CH3:14])=[CH:12][C:11]([C:15]([NH:17][C:18]3[CH:27]=[CH:26][C:21]([CH2:22][OH:23])=[C:20]([O:28][CH3:29])[CH:19]=3)=[O:16])=[N:10]2)[CH:7]=1, predict the reactants needed to synthesize it. The reactants are: [Cl:1][C:2]1[CH:3]=[CH:4][C:5]([O:30][CH2:31][CH:32]([CH3:34])[CH3:33])=[C:6]([CH2:8][N:9]2[C:13]([CH3:14])=[CH:12][C:11]([C:15]([NH:17][C:18]3[CH:27]=[CH:26][C:21]([C:22](OC)=[O:23])=[C:20]([O:28][CH3:29])[CH:19]=3)=[O:16])=[N:10]2)[CH:7]=1.[H-].[Al+3].[Li+].[H-].[H-].[H-].